Dataset: Reaction yield outcomes from USPTO patents with 853,638 reactions. Task: Predict the reaction yield, written as a fraction of the theoretical maximum amount of product (1.0 means a 100% yield; for example, 0.34 means a 34% yield). (1) The yield is 0.470. The product is [Br:1][C:2]1[C:31]2=[N:32][C:28]3=[CH:29][N:30]2[C:5]([N:6]2[CH2:7][CH2:8][C:9]([CH3:38])([O:10][CH2:11][CH2:12][CH2:13][CH2:14][C@H:15]([CH3:35])[O:16][C:17]4[CH:18]=[CH:19][C:20]([F:34])=[CH:21][C:22]=4[C:23]4[CH:33]=[C:27]3[CH:26]=[CH:25][CH:24]=4)[CH2:36][CH2:37]2)=[C:4]([C@H:39]([O:44][C:45]([CH3:48])([CH3:47])[CH3:46])[C:40]([OH:42])=[O:41])[C:3]=1[CH3:49]. No catalyst specified. The reactants are [Br:1][C:2]1[C:31]2=[N:32][C:28]3=[CH:29][N:30]2[C:5]([N:6]2[CH2:37][CH2:36][C:9]([CH3:38])([O:10][CH2:11][CH2:12][CH2:13][CH2:14][C@H:15]([CH3:35])[O:16][C:17]4[CH:18]=[CH:19][C:20]([F:34])=[CH:21][C:22]=4[C:23]4[CH:33]=[C:27]3[CH:26]=[CH:25][CH:24]=4)[CH2:8][CH2:7]2)=[C:4]([C@H:39]([O:44][C:45]([CH3:48])([CH3:47])[CH3:46])[C:40]([O:42]C)=[O:41])[C:3]=1[CH3:49].C(O[C@@H](C1C(C)=CC2=NC3=CN2C=1N1CCC(C)(OCC=CC[C@H](C)OC2C=C(F)C=CC=2C2C=C3C=CC=2)CC1)C(O)=O)(C)(C)C. (2) The reactants are [CH3:1][O:2][C:3]1[CH:4]=[C:5]2[C:10](=[CH:11][C:12]=1[O:13][CH3:14])[N:9]=[CH:8][CH:7]=[C:6]2[O:15][C:16]1[CH:22]=[CH:21][C:19]([NH2:20])=[C:18]([O:23][CH3:24])[CH:17]=1.C(N(CC)CC)C.ClC(Cl)(O[C:36](=[O:42])OC(Cl)(Cl)Cl)Cl.[Br:44][C:45]1[CH:46]=[C:47]([C@H:51]([NH2:53])[CH3:52])[CH:48]=[CH:49][CH:50]=1. The catalyst is C(Cl)(Cl)Cl. The product is [Br:44][C:45]1[CH:46]=[C:47]([C@H:51]([NH:53][C:36]([NH:20][C:19]2[CH:21]=[CH:22][C:16]([O:15][C:6]3[C:5]4[C:10](=[CH:11][C:12]([O:13][CH3:14])=[C:3]([O:2][CH3:1])[CH:4]=4)[N:9]=[CH:8][CH:7]=3)=[CH:17][C:18]=2[O:23][CH3:24])=[O:42])[CH3:52])[CH:48]=[CH:49][CH:50]=1. The yield is 0.150.